Dataset: Catalyst prediction with 721,799 reactions and 888 catalyst types from USPTO. Task: Predict which catalyst facilitates the given reaction. (1) Reactant: [Cl:1][C:2]1[N:11]=[C:10](Cl)[C:9]2[C:4](=[CH:5][CH:6]=[CH:7][CH:8]=2)[N:3]=1.[CH3:13][O:14][C:15]1[CH:20]=[CH:19][C:18]([CH2:21][CH2:22][NH2:23])=[CH:17][CH:16]=1.CCN(C(C)C)C(C)C. Product: [Cl:1][C:2]1[N:11]=[C:10]([NH:23][CH2:22][CH2:21][C:18]2[CH:19]=[CH:20][C:15]([O:14][CH3:13])=[CH:16][CH:17]=2)[C:9]2[C:4](=[CH:5][CH:6]=[CH:7][CH:8]=2)[N:3]=1. The catalyst class is: 114. (2) Reactant: Cl[CH2:2][C:3]1[N:4]=[CH:5][N:6]([C:8]2[CH:13]=[CH:12][C:11]([Cl:14])=[C:10]([Cl:15])[CH:9]=2)[CH:7]=1.[NH:16]1[CH:20]=[CH:19][N:18]=[C:17]1[CH:21]=[O:22].C(=O)([O-])[O-].[Cs+].[Cs+]. Product: [Cl:15][C:10]1[CH:9]=[C:8]([N:6]2[CH:7]=[C:3]([CH2:2][N:16]3[CH:20]=[CH:19][N:18]=[C:17]3[CH:21]=[O:22])[N:4]=[CH:5]2)[CH:13]=[CH:12][C:11]=1[Cl:14]. The catalyst class is: 3. (3) Reactant: [CH3:1][O:2][CH2:3][CH2:4][N:5]1[CH2:11][CH2:10][C:9]2[CH:12]=[C:13]([NH2:16])[CH:14]=[CH:15][C:8]=2[CH2:7][CH2:6]1.Cl[C:18]1[N:23]=[C:22]([NH:24][C:25]([CH3:33])([CH3:32])[CH2:26][NH:27][S:28]([CH3:31])(=[O:30])=[O:29])[C:21]([Cl:34])=[CH:20][N:19]=1.C12(CS(O)(=O)=O)C(C)(C)C(CC1)CC2=O. Product: [Cl:34][C:21]1[C:22]([NH:24][C:25]([CH3:33])([CH3:32])[CH2:26][NH:27][S:28]([CH3:31])(=[O:30])=[O:29])=[N:23][C:18]([NH:16][C:13]2[CH:14]=[CH:15][C:8]3[CH2:7][CH2:6][N:5]([CH2:4][CH2:3][O:2][CH3:1])[CH2:11][CH2:10][C:9]=3[CH:12]=2)=[N:19][CH:20]=1. The catalyst class is: 41. (4) Reactant: CCN(C(C)C)C(C)C.[F:10][C:11]1[CH:12]=[C:13]([CH:17]=[CH:18][C:19]=1[F:20])[C:14]([OH:16])=O.CN(C(ON1N=NC2C=CC=CC1=2)=[N+](C)C)C.[B-](F)(F)(F)F.[CH3:43][CH:44]([CH3:55])[CH2:45][C@H:46]([NH:53][CH3:54])[CH2:47][N:48]1[CH2:51][CH:50]([OH:52])[CH2:49]1. Product: [F:10][C:11]1[CH:12]=[C:13]([CH:17]=[CH:18][C:19]=1[F:20])[C:14]([N:53]([C@@H:46]([CH2:45][CH:44]([CH3:55])[CH3:43])[CH2:47][N:48]1[CH2:49][CH:50]([OH:52])[CH2:51]1)[CH3:54])=[O:16]. The catalyst class is: 2. (5) Reactant: [N:1]1[C:6]2[CH:7]=[C:8]3[C:14](=[O:15])[N:13]4[CH2:16][CH2:17][CH2:18][CH:12]4[O:11][C:9]3=[CH:10][C:5]=2[C:4](=[O:19])[NH:3][N:2]=1.C1CCN2C(=NCCC2)CC1.[F:31][C:32]1[CH:33]=[C:34]([CH:37]=[CH:38][CH:39]=1)[CH2:35]Br. Product: [F:31][C:32]1[CH:33]=[C:34]([CH:37]=[CH:38][CH:39]=1)[CH2:35][N:3]1[C:4](=[O:19])[C:5]2[CH:10]=[C:9]3[O:11][CH:12]4[CH2:18][CH2:17][CH2:16][N:13]4[C:14](=[O:15])[C:8]3=[CH:7][C:6]=2[N:1]=[N:2]1. The catalyst class is: 44. (6) Reactant: [CH3:1][N:2]([CH2:4][C:5]1[CH:13]=[CH:12][C:8]([C:9]([NH2:11])=[O:10])=[C:7]([N+:14]([O-])=O)[CH:6]=1)[CH3:3].O.NN. Product: [NH2:14][C:7]1[CH:6]=[C:5]([CH2:4][N:2]([CH3:3])[CH3:1])[CH:13]=[CH:12][C:8]=1[C:9]([NH2:11])=[O:10]. The catalyst class is: 178. (7) Reactant: [NH2:1][C:2]1[C:7]2[NH:8][C:9]([NH:11][C:12]3[C:17]([F:18])=[CH:16][CH:15]=[CH:14][C:13]=3[Cl:19])=[N:10][C:6]=2[CH:5]=[C:4]([C:20]([O:22][CH3:23])=[O:21])[C:3]=1[OH:24].Cl.[CH:26]1([C:29](=N)OCC)[CH2:28][CH2:27]1. Product: [Cl:19][C:13]1[CH:14]=[CH:15][CH:16]=[C:17]([F:18])[C:12]=1[NH:11][C:9]1[NH:8][C:7]2[C:2]3[N:1]=[C:29]([CH:26]4[CH2:28][CH2:27]4)[O:24][C:3]=3[C:4]([C:20]([O:22][CH3:23])=[O:21])=[CH:5][C:6]=2[N:10]=1. The catalyst class is: 2.